Dataset: Reaction yield outcomes from USPTO patents with 853,638 reactions. Task: Predict the reaction yield, written as a fraction of the theoretical maximum amount of product (1.0 means a 100% yield; for example, 0.34 means a 34% yield). (1) The reactants are [CH3:1][O:2][C:3](=[O:18])[CH:4]([C@H:6]1[CH2:9][C@H:8]([O:10][CH2:11][C:12]2[CH:17]=[CH:16][CH:15]=[CH:14][CH:13]=2)[CH2:7]1)[CH3:5].[Li+].[CH3:20]C([N-]C(C)C)C.CCCCCC.IC. The catalyst is C1COCC1.O. The product is [CH3:1][O:2][C:3](=[O:18])[C:4]([C@H:6]1[CH2:7][C@H:8]([O:10][CH2:11][C:12]2[CH:13]=[CH:14][CH:15]=[CH:16][CH:17]=2)[CH2:9]1)([CH3:20])[CH3:5]. The yield is 0.700. (2) The catalyst is C(Cl)Cl. The product is [F:1][C:2]1[CH:18]=[CH:17][C:5]([CH2:6][O:7][C:8]2[CH:14]=[C:13]([CH3:15])[C:11]([NH:12][C:31](=[O:32])[CH2:30][C:26]([CH3:29])([CH3:28])[CH3:27])=[C:10]([CH3:16])[CH:9]=2)=[CH:4][CH:3]=1. The reactants are [F:1][C:2]1[CH:18]=[CH:17][C:5]([CH2:6][O:7][C:8]2[CH:14]=[C:13]([CH3:15])[C:11]([NH2:12])=[C:10]([CH3:16])[CH:9]=2)=[CH:4][CH:3]=1.C(N(CC)CC)C.[C:26]([CH2:30][C:31](Cl)=[O:32])([CH3:29])([CH3:28])[CH3:27].O. The yield is 0.820. (3) The reactants are [C:1]([NH:5][C:6]([N:8]1[CH2:13][CH2:12][N:11]2[N:14]=[C:15]([I:22])[C:16]([C:17]([O:19]CC)=[O:18])=[C:10]2[CH2:9]1)=[O:7])([CH3:4])([CH3:3])[CH3:2].[OH-].[Li+]. The catalyst is CCO.C1COCC1.O. The product is [C:1]([NH:5][C:6]([N:8]1[CH2:13][CH2:12][N:11]2[N:14]=[C:15]([I:22])[C:16]([C:17]([OH:19])=[O:18])=[C:10]2[CH2:9]1)=[O:7])([CH3:4])([CH3:2])[CH3:3]. The yield is 0.810. (4) The reactants are [Cl:1][C:2]1[CH:7]=[C:6](/[CH:8]=[CH:9]/[CH:10]([C:15]2[CH:20]=[C:19]([Cl:21])[C:18]([Cl:22])=[C:17]([Cl:23])[CH:16]=2)[C:11]([F:14])([F:13])[F:12])[CH:5]=[CH:4][C:3]=1[CH2:24][NH2:25].CCN(CC)CC.Cl[C:34](=[O:39])[C:35]([O:37][CH3:38])=[O:36]. The catalyst is C(Cl)Cl. The product is [Cl:1][C:2]1[CH:7]=[C:6](/[CH:8]=[CH:9]/[CH:10]([C:15]2[CH:20]=[C:19]([Cl:21])[C:18]([Cl:22])=[C:17]([Cl:23])[CH:16]=2)[C:11]([F:14])([F:13])[F:12])[CH:5]=[CH:4][C:3]=1[CH2:24][NH:25][C:34](=[O:39])[C:35]([O:37][CH3:38])=[O:36]. The yield is 0.500. (5) The reactants are [Cl:1][C:2]1[CH:30]=[CH:29][C:5]([CH2:6][C:7]2([OH:28])[CH2:12][CH2:11][N:10]([C:13]([CH:15]3[CH2:20][NH:19][C:18]4[CH:21]=[C:22]([Cl:25])[CH:23]=[CH:24][C:17]=4[O:16]3)=O)[CH2:9][C:8]2([CH3:27])[CH3:26])=[CH:4][CH:3]=1. The catalyst is C1COCC1. The product is [Cl:1][C:2]1[CH:30]=[CH:29][C:5]([CH2:6][C:7]2([OH:28])[CH2:12][CH2:11][N:10]([CH2:13][CH:15]3[CH2:20][NH:19][C:18]4[CH:21]=[C:22]([Cl:25])[CH:23]=[CH:24][C:17]=4[O:16]3)[CH2:9][C:8]2([CH3:27])[CH3:26])=[CH:4][CH:3]=1. The yield is 0.670. (6) The reactants are C([O-])([O-])=O.[K+].[K+].[CH2:7]([O:9][C:10](=[O:31])[CH2:11][CH2:12][CH2:13][CH2:14][CH2:15][CH2:16][N:17]([C:24]1[CH:29]=[C:28]([OH:30])[CH:27]=[CH:26][N:25]=1)[C:18]1[CH:23]=[CH:22][CH:21]=[CH:20][N:19]=1)[CH3:8].I[CH:33]([CH3:35])[CH3:34].CCOC(C)=O. The catalyst is CN(C=O)C.[Cl-].[Na+].O. The product is [CH2:7]([O:9][C:10](=[O:31])[CH2:11][CH2:12][CH2:13][CH2:14][CH2:15][CH2:16][N:17]([C:24]1[CH:29]=[C:28]([O:30][CH:33]([CH3:35])[CH3:34])[CH:27]=[CH:26][N:25]=1)[C:18]1[CH:23]=[CH:22][CH:21]=[CH:20][N:19]=1)[CH3:8]. The yield is 0.400. (7) The product is [N:8]1[C:9]2[C:4](=[CH:3][CH:2]=[CH:11][CH:10]=2)[CH:5]=[N:6][CH:7]=1. The catalyst is O1CCOCC1.O.CC(=O)OCC.Cl[Pd](Cl)([P](C1C=CC=CC=1)(C1C=CC=CC=1)C1C=CC=CC=1)[P](C1C=CC=CC=1)(C1C=CC=CC=1)C1C=CC=CC=1. The reactants are I[C:2]1[CH:3]=[C:4]2[C:9](=[CH:10][CH:11]=1)[N:8]=[CH:7][N:6]=[C:5]2N1CCC2C(=CC(OC)=CC=2)C1.CC1(C)C(C)(C)OB(C2C=C3C=CN([Si](C(C)C)(C(C)C)C(C)C)C3=NC=2)O1.C(=O)([O-])O.[Na+]. The yield is 0.640.